From a dataset of Forward reaction prediction with 1.9M reactions from USPTO patents (1976-2016). Predict the product of the given reaction. (1) Given the reactants [NH:1]1[CH2:8][CH2:7][CH:6]=[CH:5][CH2:4][CH2:3][C:2]1=[O:9].F[B-](F)(F)F.[CH3:15][O+](C)C, predict the reaction product. The product is: [CH3:15][O:9][C:2]1[CH2:3][CH2:4][CH:5]=[CH:6][CH2:7][CH2:8][N:1]=1. (2) The product is: [CH:5]([O:4][CH2:3][CH2:2][O:7][C:8]1[CH:18]=[CH:17][C:11]([C:12]([OH:14])=[O:13])=[CH:10][CH:9]=1)=[CH2:6]. Given the reactants Cl[CH2:2][CH2:3][O:4][CH:5]=[CH2:6].[OH:7][C:8]1[CH:18]=[CH:17][C:11]([C:12]([O:14]CC)=[O:13])=[CH:10][CH:9]=1.[OH-].[K+].O.S([O-])(O)(=O)=O.[Na+], predict the reaction product.